From a dataset of Reaction yield outcomes from USPTO patents with 853,638 reactions. Predict the reaction yield, written as a fraction of the theoretical maximum amount of product (1.0 means a 100% yield; for example, 0.34 means a 34% yield). (1) The reactants are CO[C:3]([C:5]1[NH:6][C:7]2[C:12]([CH:13]=1)=[CH:11][CH:10]=[C:9]([N+:14]([O-:16])=[O:15])[CH:8]=2)=[O:4].[CH3:17][N:18]([CH3:22])[CH2:19][CH2:20][NH2:21]. No catalyst specified. The product is [CH3:17][N:18]([CH3:22])[CH2:19][CH2:20][NH:21][C:3]([C:5]1[NH:6][C:7]2[C:12]([CH:13]=1)=[CH:11][CH:10]=[C:9]([N+:14]([O-:16])=[O:15])[CH:8]=2)=[O:4]. The yield is 0.840. (2) The reactants are C(OC[N:9]1[C:13]2[N:14]=[N:15][CH:16]=[C:17]([C:18]3[CH:19]=[N:20][N:21]([C@@H:23]([CH:27]4[CH2:31][CH2:30][CH2:29][CH2:28]4)[CH2:24][C:25]#[N:26])[CH:22]=3)[C:12]=2[CH:11]=[CH:10]1)(=O)C(C)(C)C.[OH-].[Na+]. The catalyst is CO. The product is [N:14]1[C:13]2[NH:9][CH:10]=[CH:11][C:12]=2[C:17]([C:18]2[CH:19]=[N:20][N:21]([C@@H:23]([CH:27]3[CH2:31][CH2:30][CH2:29][CH2:28]3)[CH2:24][C:25]#[N:26])[CH:22]=2)=[CH:16][N:15]=1. The yield is 0.580. (3) The reactants are [C:1]([C:3]1[CH:17]=[C:16]([F:18])[CH:15]=[CH:14][C:4]=1[CH2:5][NH:6]C(=O)OC(C)(C)C)#[N:2].[F:19][C:20]([F:25])([F:24])[C:21]([OH:23])=[O:22]. The catalyst is C(Cl)(Cl)Cl. The product is [F:19][C:20]([F:25])([F:24])[C:21]([OH:23])=[O:22].[NH2:6][CH2:5][C:4]1[CH:14]=[CH:15][C:16]([F:18])=[CH:17][C:3]=1[C:1]#[N:2]. The yield is 1.00. (4) The reactants are [CH2:1]([O:3][C:4](=[O:34])[C@@:5]([OH:33])([CH3:32])[CH2:6][N:7]([CH2:17][C:18]1[CH:23]=[CH:22][C:21]([C:24]2[CH:29]=[C:28]([Cl:30])[CH:27]=[CH:26][C:25]=2[F:31])=[CH:20][CH:19]=1)[NH:8][C:9]([C:11]1[O:15][N:14]=[C:13]([OH:16])[CH:12]=1)=[O:10])[CH3:2].[CH2:35](O)[CH2:36][CH2:37][CH2:38][CH2:39]CC.Cl.O1CCOCC1. No catalyst specified. The product is [CH2:1]([O:3][C:4](=[O:34])[C@@:5]([OH:33])([CH3:32])[CH2:6][N:7]([CH2:17][C:18]1[CH:19]=[CH:20][C:21]([C:24]2[CH:29]=[C:28]([Cl:30])[CH:27]=[CH:26][C:25]=2[F:31])=[CH:22][CH:23]=1)[NH:8][C:9]([C:11]1[O:15][N:14]=[C:13]([OH:16])[CH:12]=1)=[O:10])[CH2:2][CH2:35][CH2:36][CH2:37][CH2:38][CH3:39]. The yield is 0.950.